Regression. Given two drug SMILES strings and cell line genomic features, predict the synergy score measuring deviation from expected non-interaction effect. From a dataset of NCI-60 drug combinations with 297,098 pairs across 59 cell lines. Drug 1: C1=NC(=NC(=O)N1C2C(C(C(O2)CO)O)O)N. Drug 2: CCC1(C2=C(COC1=O)C(=O)N3CC4=CC5=C(C=CC(=C5CN(C)C)O)N=C4C3=C2)O.Cl. Cell line: NCI-H322M. Synergy scores: CSS=31.4, Synergy_ZIP=-8.67, Synergy_Bliss=-0.808, Synergy_Loewe=-1.19, Synergy_HSA=-0.977.